Dataset: Peptide-MHC class II binding affinity with 134,281 pairs from IEDB. Task: Regression. Given a peptide amino acid sequence and an MHC pseudo amino acid sequence, predict their binding affinity value. This is MHC class II binding data. The peptide sequence is LPPWFPPMVEGAAAEGDDG. The MHC is DRB1_1101 with pseudo-sequence DRB1_1101. The binding affinity (normalized) is 0.353.